This data is from Forward reaction prediction with 1.9M reactions from USPTO patents (1976-2016). The task is: Predict the product of the given reaction. (1) Given the reactants [CH2:1]([NH:3][C:4](=[O:33])[NH:5][CH2:6][C:7]1[CH:8]=[C:9]([C:13]2[CH:18]=[CH:17][C:16]([C:19]([CH3:31])([CH3:30])[CH2:20][CH2:21][CH2:22][NH:23][C:24](=O)[C:25]([CH3:28])([CH3:27])[CH3:26])=[CH:15][C:14]=2[OH:32])[CH:10]=[CH:11][CH:12]=1)[CH3:2].[H-].[Al+3].[Li+].[H-].[H-].[H-], predict the reaction product. The product is: [CH2:1]([NH:3][C:4]([NH:5][CH2:6][C:7]1[CH:8]=[C:9]([C:13]2[CH:18]=[CH:17][C:16]([C:19]([CH3:31])([CH2:20][CH2:21][CH2:22][NH:23][CH2:24][C:25]([CH3:28])([CH3:27])[CH3:26])[CH3:30])=[CH:15][C:14]=2[OH:32])[CH:10]=[CH:11][CH:12]=1)=[O:33])[CH3:2]. (2) The product is: [CH2:3]([O:5][C:6]([C:8]1[CH:17]=[C:11]2[C:12](=[O:16])[N:13]([CH2:18][C:19]3[CH:24]=[CH:23][CH:22]=[CH:21][CH:20]=3)[CH2:14][CH2:15][N:10]2[N:9]=1)=[O:7])[CH3:4]. Given the reactants [H-].[Na+].[CH2:3]([O:5][C:6]([C:8]1[CH:17]=[C:11]2[C:12](=[O:16])[NH:13][CH2:14][CH2:15][N:10]2[N:9]=1)=[O:7])[CH3:4].[CH2:18](Br)[C:19]1[CH:24]=[CH:23][CH:22]=[CH:21][CH:20]=1, predict the reaction product.